This data is from Catalyst prediction with 721,799 reactions and 888 catalyst types from USPTO. The task is: Predict which catalyst facilitates the given reaction. (1) Reactant: [S:1]1[C:5]([C:6]([OH:8])=O)=[CH:4][CH:3]=[N:2]1.Cl.[CH3:10][NH:11][O:12][CH3:13].Cl.CN(C)CCCN=C=NCC.C(N(CC)CC)C. Product: [CH3:13][O:12][N:11]([CH3:10])[C:6]([C:5]1[S:1][N:2]=[CH:3][CH:4]=1)=[O:8]. The catalyst class is: 112. (2) Reactant: [OH:1][CH2:2][C@H:3]1[O:8][C:7]([CH3:10])([CH3:9])[O:6][C@@H:5]([CH2:11][C:12]([O:14]C(C)(C)C)=[O:13])[CH2:4]1.[OH-].[Na+]. Product: [OH:1][CH2:2][C@H:3]1[O:8][C:7]([CH3:9])([CH3:10])[O:6][C@@H:5]([CH2:11][C:12]([OH:14])=[O:13])[CH2:4]1. The catalyst class is: 7.